This data is from Merck oncology drug combination screen with 23,052 pairs across 39 cell lines. The task is: Regression. Given two drug SMILES strings and cell line genomic features, predict the synergy score measuring deviation from expected non-interaction effect. Drug 1: CN1C(=O)C=CC2(C)C3CCC4(C)C(NC(=O)OCC(F)(F)F)CCC4C3CCC12. Drug 2: NC(=O)c1cccc2cn(-c3ccc(C4CCCNC4)cc3)nc12. Cell line: A2780. Synergy scores: synergy=16.2.